Dataset: Full USPTO retrosynthesis dataset with 1.9M reactions from patents (1976-2016). Task: Predict the reactants needed to synthesize the given product. (1) Given the product [CH2:1]([O:8][C:9]1[C:10]([F:27])=[C:11]([F:26])[C:12]([NH:18][C:19]2[CH:24]=[CH:23][CH:22]=[CH:21][C:20]=2[F:25])=[C:13]([CH:17]=1)[C:14]([O:16][CH2:33][C:34]1[CH:39]=[CH:38][CH:37]=[CH:36][CH:35]=1)=[O:15])[C:2]1[CH:3]=[CH:4][CH:5]=[CH:6][CH:7]=1, predict the reactants needed to synthesize it. The reactants are: [CH2:1]([O:8][C:9]1[C:10]([F:27])=[C:11]([F:26])[C:12]([NH:18][C:19]2[CH:24]=[CH:23][CH:22]=[CH:21][C:20]=2[F:25])=[C:13]([CH:17]=1)[C:14]([OH:16])=[O:15])[C:2]1[CH:7]=[CH:6][CH:5]=[CH:4][CH:3]=1.C(=O)(O)[O-].[K+].[CH2:33](Br)[C:34]1[CH:39]=[CH:38][CH:37]=[CH:36][CH:35]=1.O. (2) Given the product [CH2:19]([O:7][C:6](=[O:8])[C:5]1[CH:9]=[C:10]([O:11][C:12]([F:14])([F:15])[F:13])[C:2]([Br:1])=[CH:3][C:4]=1[N+:16]([O-:18])=[O:17])[CH3:20], predict the reactants needed to synthesize it. The reactants are: [Br:1][C:2]1[C:10]([O:11][C:12]([F:15])([F:14])[F:13])=[CH:9][C:5]([C:6]([OH:8])=[O:7])=[C:4]([N+:16]([O-:18])=[O:17])[CH:3]=1.[CH2:19](OC(=O)C1C=CC(Br)=C(C(F)(F)F)C=1)[CH3:20]. (3) Given the product [CH2:1]([O:3][C:4]([C:6]1[C:7]([CH3:23])=[N:8][C:9]2[C:14]([C:15]=1[NH2:16])=[C:13]([O:17][CH2:18][C:19]([NH:22][C:24](=[O:31])[C:25]1[CH:30]=[CH:29][N:28]=[CH:27][CH:26]=1)([CH3:20])[CH3:21])[CH:12]=[CH:11][CH:10]=2)=[O:5])[CH3:2], predict the reactants needed to synthesize it. The reactants are: [CH2:1]([O:3][C:4]([C:6]1[C:7]([CH3:23])=[N:8][C:9]2[C:14]([C:15]=1[NH2:16])=[C:13]([O:17][CH2:18][C:19]([NH2:22])([CH3:21])[CH3:20])[CH:12]=[CH:11][CH:10]=2)=[O:5])[CH3:2].[C:24](O)(=[O:31])[C:25]1[CH:30]=[CH:29][N:28]=[CH:27][CH:26]=1.CCN=C=NCCCN(C)C.C1C=CC2N(O)N=NC=2C=1.C(N(CC)CC)C. (4) Given the product [F:14][C:10]1[CH:9]=[C:8]([CH:7]([C:16]([CH3:17])=[O:18])[C:6]([O:5][CH2:3][CH3:4])=[O:15])[CH:13]=[CH:12][CH:11]=1, predict the reactants needed to synthesize it. The reactants are: [H-].[Na+].[CH2:3]([O:5][C:6](=[O:15])[CH2:7][C:8]1[CH:13]=[CH:12][CH:11]=[C:10]([F:14])[CH:9]=1)[CH3:4].[C:16](OCC)(=[O:18])[CH3:17].[Cl-].[NH4+].